From a dataset of Catalyst prediction with 721,799 reactions and 888 catalyst types from USPTO. Predict which catalyst facilitates the given reaction. Product: [CH3:1][O:2][C:3](=[O:21])[CH2:4][CH2:5][CH:6]1[CH2:7][CH2:8][CH:9]([C:12]2[CH:13]=[CH:14][C:15]([NH2:18])=[CH:16][CH:17]=2)[CH2:10][CH2:11]1. The catalyst class is: 63. Reactant: [CH3:1][O:2][C:3](=[O:21])/[CH:4]=[CH:5]/[CH:6]1[CH2:11][CH2:10][CH:9]([C:12]2[CH:17]=[CH:16][C:15]([N+:18]([O-])=O)=[CH:14][CH:13]=2)[CH2:8][CH2:7]1.